This data is from Forward reaction prediction with 1.9M reactions from USPTO patents (1976-2016). The task is: Predict the product of the given reaction. (1) Given the reactants [Na+].[Cl:2][C:3]1[CH:4]=[CH:5][C:6]([O:27][CH2:28][CH3:29])=[C:7]([C:9]2[N:14]=[C:13]([NH:15][CH3:16])[N:12]=[C:11]([NH:17][C:18]3[CH:26]=[CH:25][C:21]([C:22]([O-])=[O:23])=[CH:20][CH:19]=3)[CH:10]=2)[CH:8]=1.[Al].[Li].CO.Cl, predict the reaction product. The product is: [Cl:2][C:3]1[CH:4]=[CH:5][C:6]([O:27][CH2:28][CH3:29])=[C:7]([C:9]2[N:14]=[C:13]([NH:15][CH3:16])[N:12]=[C:11]([NH:17][C:18]3[CH:26]=[CH:25][C:21]([CH2:22][OH:23])=[CH:20][CH:19]=3)[CH:10]=2)[CH:8]=1. (2) Given the reactants [Cl:1][C:2]1[CH:7]=[CH:6][C:5]([OH:8])=[C:4]([CH3:9])[CH:3]=1.C(=O)([O-])[O-].[Cs+].[Cs+].Br[CH2:17][CH:18]([CH3:20])[CH3:19], predict the reaction product. The product is: [Cl:1][C:2]1[CH:7]=[CH:6][C:5]([O:8][CH2:17][CH:18]([CH3:20])[CH3:19])=[C:4]([CH3:9])[CH:3]=1. (3) Given the reactants [C:1]([C:4]1[CH:27]=[CH:26][C:7]([O:8][CH2:9][C:10]2[CH:15]=[CH:14][C:13]([CH:16]([OH:25])[C:17]3[CH:18]=[C:19]([CH:22]=[CH:23][CH:24]=3)[C:20]#[N:21])=[CH:12][CH:11]=2)=[C:6]([CH2:28][CH2:29][CH3:30])[C:5]=1[OH:31])(=[O:3])[CH3:2].CC(OI1(OC(C)=O)(OC(C)=O)OC(=O)C2C=CC=CC1=2)=O, predict the reaction product. The product is: [C:1]([C:4]1[CH:27]=[CH:26][C:7]([O:8][CH2:9][C:10]2[CH:15]=[CH:14][C:13]([C:16]([C:17]3[CH:18]=[C:19]([CH:22]=[CH:23][CH:24]=3)[C:20]#[N:21])=[O:25])=[CH:12][CH:11]=2)=[C:6]([CH2:28][CH2:29][CH3:30])[C:5]=1[OH:31])(=[O:3])[CH3:2]. (4) Given the reactants [H-].[Na+].[CH2:3]([N:10]1[C:18]2[C:13](=[CH:14][CH:15]=[CH:16][CH:17]=2)[C:12]([CH2:19][C:20]#[N:21])=[CH:11]1)[C:4]1[CH:9]=[CH:8][CH:7]=[CH:6][CH:5]=1.O, predict the reaction product. The product is: [CH2:3]([N:10]1[C:18]2[C:13](=[CH:14][CH:15]=[CH:16][CH:17]=2)[C:12]([C:19]2([C:20]#[N:21])[CH2:6][CH2:5][CH2:4][CH2:3]2)=[CH:11]1)[C:4]1[CH:5]=[CH:6][CH:7]=[CH:8][CH:9]=1. (5) Given the reactants [H-].[Na+].[Cl:3][C:4]1[CH:9]=[CH:8][C:7]([C:10]2[CH:15]=[CH:14][N:13]=[CH:12][C:11]=2[CH:16]([OH:18])[CH3:17])=[C:6](F)[CH:5]=1, predict the reaction product. The product is: [Cl:3][C:4]1[CH:9]=[CH:8][C:7]2[C:10]3[C:11](=[CH:12][N:13]=[CH:14][CH:15]=3)[CH:16]([CH3:17])[O:18][C:6]=2[CH:5]=1. (6) The product is: [O:18]([CH2:25][CH2:26][NH:27][C:2]1[N:9]=[C:8]([NH:10][C:11]2[CH:15]=[C:14]([CH3:16])[NH:13][N:12]=2)[CH:7]=[C:6]([CH3:17])[C:3]=1[C:4]#[N:5])[C:19]1[CH:24]=[CH:23][CH:22]=[CH:21][CH:20]=1. Given the reactants Cl[C:2]1[N:9]=[C:8]([NH:10][C:11]2[CH:15]=[C:14]([CH3:16])[NH:13][N:12]=2)[CH:7]=[C:6]([CH3:17])[C:3]=1[C:4]#[N:5].[O:18]([CH2:25][CH2:26][NH2:27])[C:19]1[CH:24]=[CH:23][CH:22]=[CH:21][CH:20]=1.C(=O)([O-])O.[Na+].CS(C)=O, predict the reaction product.